This data is from Full USPTO retrosynthesis dataset with 1.9M reactions from patents (1976-2016). The task is: Predict the reactants needed to synthesize the given product. The reactants are: [Cl:1][C:2]1[N:7]=[C:6](Cl)[C:5]([Cl:9])=[CH:4][N:3]=1.C(=O)([O-])[O-].[K+].[K+].[O:16]1[CH2:21][CH2:20][N:19]([C:22]2[CH:23]=[C:24]([CH:26]=[CH:27][CH:28]=2)[NH2:25])[CH2:18][CH2:17]1.O. Given the product [Cl:1][C:2]1[N:7]=[C:6]([NH:25][C:24]2[CH:26]=[CH:27][CH:28]=[C:22]([N:19]3[CH2:20][CH2:21][O:16][CH2:17][CH2:18]3)[CH:23]=2)[C:5]([Cl:9])=[CH:4][N:3]=1, predict the reactants needed to synthesize it.